The task is: Predict the reactants needed to synthesize the given product.. This data is from Full USPTO retrosynthesis dataset with 1.9M reactions from patents (1976-2016). (1) Given the product [Na+:20].[O:17]=[S:8]1(=[O:16])[C:9]2[C:14](=[CH:13][CH:12]=[CH:11][N:10]=2)[NH:15][C:6]([CH2:5][C:4]([O-:18])=[O:3])=[N:7]1, predict the reactants needed to synthesize it. The reactants are: C([O:3][C:4](=[O:18])[CH2:5][C:6]1[NH:15][C:14]2[C:9](=[N:10][CH:11]=[CH:12][CH:13]=2)[S:8](=[O:17])(=[O:16])[N:7]=1)C.[OH-].[Na+:20]. (2) Given the product [CH3:1][S:2][CH2:3][C:4]1[CH:12]=[CH:11][C:7]([C:8]([NH:27][C:28]2[C:29]([C:34]([NH:36][C:37]3[CH:42]=[CH:41][C:40]([Cl:43])=[CH:39][N:38]=3)=[O:35])=[N:30][CH:31]=[CH:32][CH:33]=2)=[O:10])=[C:6]([O:13][CH:14]2[CH2:19][CH2:18][N:17]([C:20]([O:22][C:23]([CH3:25])([CH3:26])[CH3:24])=[O:21])[CH2:16][CH2:15]2)[CH:5]=1, predict the reactants needed to synthesize it. The reactants are: [CH3:1][S:2][CH2:3][C:4]1[CH:12]=[CH:11][C:7]([C:8]([OH:10])=O)=[C:6]([O:13][CH:14]2[CH2:19][CH2:18][N:17]([C:20]([O:22][C:23]([CH3:26])([CH3:25])[CH3:24])=[O:21])[CH2:16][CH2:15]2)[CH:5]=1.[NH2:27][C:28]1[C:29]([C:34]([NH:36][C:37]2[CH:42]=[CH:41][C:40]([Cl:43])=[CH:39][N:38]=2)=[O:35])=[N:30][CH:31]=[CH:32][CH:33]=1. (3) Given the product [C:1]([O:5][CH2:6][CH:7]1[N:11]([C:17]2[CH:24]=[CH:23][C:20]([C:21]#[N:22])=[C:19]([Cl:25])[CH:18]=2)[C:10](=[O:12])[C:9]([CH3:14])([CH3:13])[C:8]1=[O:15])([CH3:4])([CH3:2])[CH3:3], predict the reactants needed to synthesize it. The reactants are: [C:1]([O:5][CH2:6][CH:7]1[NH:11][C:10](=[O:12])[C:9]([CH3:14])([CH3:13])[C:8]1=[O:15])([CH3:4])([CH3:3])[CH3:2].Br[C:17]1[CH:24]=[CH:23][C:20]([C:21]#[N:22])=[C:19]([Cl:25])[CH:18]=1.C(=O)([O-])[O-].[Cs+].[Cs+].C1(P(C2C=CC=CC=2)C2C3OC4C(=CC=CC=4P(C4C=CC=CC=4)C4C=CC=CC=4)C(C)(C)C=3C=CC=2)C=CC=CC=1. (4) Given the product [CH2:17]([O:18][CH2:19][C:20]1[CH:25]=[CH:24][CH:23]=[CH:22][CH:21]=1)[C:1]1[CH:6]=[CH:5][CH:4]=[CH:3][CH:2]=1, predict the reactants needed to synthesize it. The reactants are: [CH2:1]1[CH2:6][CH2:5][CH2:4][CH2:3][CH2:2]1.C[Si]([N-][Si](C)(C)C)(C)C.[K+].[CH2:17](Cl)[O:18][CH2:19][C:20]1[CH:25]=[CH:24][CH:23]=[CH:22][CH:21]=1. (5) Given the product [C:1]([O:5][C:6]([N:8]1[C:13](=[O:14])[CH:12]2[CH2:15][CH:9]1[CH2:10][CH2:11]2)=[O:7])([CH3:4])([CH3:2])[CH3:3], predict the reactants needed to synthesize it. The reactants are: [C:1]([O:5][C:6]([N:8]1[C:13](=[O:14])[CH:12]2[CH2:15][CH:9]1[CH:10]=[CH:11]2)=[O:7])([CH3:4])([CH3:3])[CH3:2].[H][H]. (6) Given the product [CH3:37][N:36]1[C:32]([CH:28]2[CH2:27][N:26]([CH2:39][C:40]#[N:41])[CH2:25][C:24]3[CH:23]=[CH:22][C:21]([NH:11][C:10]4[CH:12]=[CH:13][C:7]([N:3]5[CH:4]=[CH:5][N:6]=[C:2]5[CH3:1])=[CH:8][CH:9]=4)=[N:31][C:30]=3[O:29]2)=[CH:33][C:34]([CH3:38])=[N:35]1, predict the reactants needed to synthesize it. The reactants are: [CH3:1][C:2]1[N:3]([C:7]2[CH:13]=[CH:12][C:10]([NH2:11])=[CH:9][CH:8]=2)[CH:4]=[CH:5][N:6]=1.C(=O)([O-])[O-].[Cs+].[Cs+].Cl[C:21]1[CH:22]=[CH:23][C:24]2[CH2:25][N:26]([CH2:39][C:40]#[N:41])[CH2:27][CH:28]([C:32]3[N:36]([CH3:37])[N:35]=[C:34]([CH3:38])[CH:33]=3)[O:29][C:30]=2[N:31]=1.